Dataset: Full USPTO retrosynthesis dataset with 1.9M reactions from patents (1976-2016). Task: Predict the reactants needed to synthesize the given product. (1) Given the product [F:1][C:2]([C:5]1[N:10]=[CH:9][C:8]([CH:11]=[O:24])=[CH:7][N:6]=1)([F:4])[CH3:3], predict the reactants needed to synthesize it. The reactants are: [F:1][C:2]([C:5]1[N:10]=[CH:9][C:8]([CH:11]=C)=[CH:7][N:6]=1)([F:4])[CH3:3].N1C(C)=CC=CC=1C.C1C[O:24]CC1. (2) Given the product [F:1][C:2]1[C:7]([F:8])=[CH:6][CH:5]=[CH:4][C:3]=1[C:9]1([O:20][CH3:21])[CH2:12][NH:11][CH2:10]1, predict the reactants needed to synthesize it. The reactants are: [F:1][C:2]1[C:7]([F:8])=[CH:6][CH:5]=[CH:4][C:3]=1[C:9]1([O:20][CH3:21])[CH2:12][N:11](C(OC(C)(C)C)=O)[CH2:10]1.FC(F)(F)C(O)=O. (3) The reactants are: ClC(OC(Cl)C)=O.[O:8]([CH2:15][C:16]1[S:17][C:18]2[CH2:19][N:20](CC3C=CC=CC=3)[CH2:21][CH2:22][CH2:23][C:24]=2[N:25]=1)[C:9]1[CH:14]=[CH:13][CH:12]=[CH:11][CH:10]=1.CCN(C(C)C)C(C)C. Given the product [O:8]([CH2:15][C:16]1[S:17][C:18]2[CH2:19][NH:20][CH2:21][CH2:22][CH2:23][C:24]=2[N:25]=1)[C:9]1[CH:10]=[CH:11][CH:12]=[CH:13][CH:14]=1, predict the reactants needed to synthesize it. (4) The reactants are: [NH:1]1[CH2:6][CH2:5][CH2:4][CH:3]([CH2:7][NH:8][C:9]([C:11]2[C:15]3[N:16]=[CH:17][N:18]=[C:19]([C:20]4[C:28]5[O:27][CH2:26][O:25][C:24]=5[CH:23]=[CH:22][C:21]=4[O:29][CH2:30][CH:31]4[CH2:33][CH2:32]4)[C:14]=3[NH:13][CH:12]=2)=[O:10])[CH2:2]1.[CH:34](OC(=O)C)=[O:35]. Given the product [CH:34]([N:1]1[CH2:6][CH2:5][CH2:4][CH:3]([CH2:7][NH:8][C:9]([C:11]2[C:15]3[N:16]=[CH:17][N:18]=[C:19]([C:20]4[C:28]5[O:27][CH2:26][O:25][C:24]=5[CH:23]=[CH:22][C:21]=4[O:29][CH2:30][CH:31]4[CH2:33][CH2:32]4)[C:14]=3[NH:13][CH:12]=2)=[O:10])[CH2:2]1)=[O:35], predict the reactants needed to synthesize it. (5) Given the product [Cl:1][C:2]1[CH:22]=[CH:21][C:5]([O:6][C:7]2[CH:12]=[CH:11][C:10]([C:13]([OH:14])([CH3:16])[CH2:15][N:23]3[CH:27]=[N:26][CH:25]=[N:24]3)=[C:9]([C:17]([F:20])([F:19])[F:18])[CH:8]=2)=[CH:4][CH:3]=1, predict the reactants needed to synthesize it. The reactants are: [Cl:1][C:2]1[CH:22]=[CH:21][C:5]([O:6][C:7]2[CH:12]=[CH:11][C:10]([C:13]3([CH3:16])[CH2:15][O:14]3)=[C:9]([C:17]([F:20])([F:19])[F:18])[CH:8]=2)=[CH:4][CH:3]=1.[NH:23]1[CH:27]=[N:26][CH:25]=[N:24]1.[OH-].[Na+].[Cl-].[NH4+]. (6) Given the product [CH3:25][CH:24]([S:21]([C:15]1([C:4]2[CH:5]=[C:6]([N:8]3[CH2:13][CH2:12][O:11][CH2:10][C@H:9]3[CH3:14])[N:7]=[C:2]([C:37]3[CH:38]=[CH:39][CH:40]=[C:41]4[C:36]=3[CH:35]=[CH:34][NH:33]4)[N:3]=2)[CH2:20][CH2:19][O:18][CH2:17][CH2:16]1)(=[O:23])=[O:22])[CH3:26], predict the reactants needed to synthesize it. The reactants are: Cl[C:2]1[N:7]=[C:6]([N:8]2[CH2:13][CH2:12][O:11][CH2:10][C@H:9]2[CH3:14])[CH:5]=[C:4]([C:15]2([S:21]([CH:24]([CH3:26])[CH3:25])(=[O:23])=[O:22])[CH2:20][CH2:19][O:18][CH2:17][CH2:16]2)[N:3]=1.C(=O)([O-])[O-].[Na+].[Na+].[NH:33]1[C:41]2[C:36](=[C:37](B(O)O)[CH:38]=[CH:39][CH:40]=2)[CH:35]=[CH:34]1. (7) The reactants are: F[C:2]1[C:11]2[C:6](=[CH:7][CH:8]=[CH:9][CH:10]=2)[C:5]([S:12]([C:15]2[CH:20]=[CH:19][CH:18]=[CH:17][CH:16]=2)(=[O:14])=[O:13])=[CH:4][CH:3]=1.[NH:21]1[CH2:26][CH2:25][NH:24][CH2:23][CH2:22]1. Given the product [C:15]1([S:12]([C:5]2[C:6]3[C:11](=[CH:10][CH:9]=[CH:8][CH:7]=3)[C:2]([N:21]3[CH2:26][CH2:25][NH:24][CH2:23][CH2:22]3)=[CH:3][CH:4]=2)(=[O:14])=[O:13])[CH:20]=[CH:19][CH:18]=[CH:17][CH:16]=1, predict the reactants needed to synthesize it.